This data is from Forward reaction prediction with 1.9M reactions from USPTO patents (1976-2016). The task is: Predict the product of the given reaction. (1) The product is: [Cl:21][C:22]1[N:23]=[CH:24][C:25]([C:26]([NH:19][C:9]2[C:8]([NH:7][C:6](=[O:20])[O:5][C:1]([CH3:4])([CH3:2])[CH3:3])=[CH:12][N:11]([C:13]3[CH:14]=[CH:15][CH:16]=[CH:17][CH:18]=3)[N:10]=2)=[O:27])=[CH:29][CH:30]=1. Given the reactants [C:1]([O:5][C:6](=[O:20])[NH:7][C:8]1[C:9]([NH2:19])=[N:10][N:11]([C:13]2[CH:18]=[CH:17][CH:16]=[CH:15][CH:14]=2)[CH:12]=1)([CH3:4])([CH3:3])[CH3:2].[Cl:21][C:22]1[CH:30]=[CH:29][C:25]([C:26](Cl)=[O:27])=[CH:24][N:23]=1, predict the reaction product. (2) Given the reactants [Li+].[OH-].[Br:3][C:4]1[C:5]([S:13][C:14]2[N:15]([CH3:29])[C:16]([N:22](C(=O)C)[C:23](=[O:25])[CH3:24])=[C:17]([C:19]([NH2:21])=[O:20])[N:18]=2)=[CH:6][C:7]2[O:11][CH2:10][O:9][C:8]=2[CH:12]=1.O.Cl, predict the reaction product. The product is: [C:23]([NH:22][C:16]1[N:15]([CH3:29])[C:14]([S:13][C:5]2[C:4]([Br:3])=[CH:12][C:8]3[O:9][CH2:10][O:11][C:7]=3[CH:6]=2)=[N:18][C:17]=1[C:19]([NH2:21])=[O:20])(=[O:25])[CH3:24]. (3) Given the reactants [CH3:1][O:2][C:3](=[O:20])[CH:4]([O:6][C:7]1[CH:12]=[CH:11][C:10]([NH:13][C:14]([O:16][CH2:17][CH2:18][OH:19])=[O:15])=[CH:9][CH:8]=1)[CH3:5].[CH3:21][O:22][C:23](=[O:36])[CH:24]([O:26][C:27]1[CH:32]=[CH:31][C:30]([N:33]=[C:34]=[O:35])=[CH:29][CH:28]=1)[CH3:25], predict the reaction product. The product is: [CH3:1][O:2][C:3](=[O:20])[CH:4]([O:6][C:7]1[CH:12]=[CH:11][C:10]([NH:13][C:14]([O:16][CH2:17][CH2:18][O:19][C:34](=[O:35])[NH:33][C:30]2[CH:29]=[CH:28][C:27]([O:26][CH:24]([C:23]([O:22][CH3:21])=[O:36])[CH3:25])=[CH:32][CH:31]=2)=[O:15])=[CH:9][CH:8]=1)[CH3:5].